Dataset: Full USPTO retrosynthesis dataset with 1.9M reactions from patents (1976-2016). Task: Predict the reactants needed to synthesize the given product. (1) Given the product [CH3:42][O:41][C:39](=[O:40])[NH:38][CH:23]([C:13]1[NH:14][CH:15]=[C:11]([CH2:10][C:9]([CH3:45])([CH3:8])[CH2:43][CH3:44])[N:12]=1)[CH2:24][C:25]1[CH:26]=[CH:27][C:28]([C:31]2[CH:36]=[CH:35][C:34]([F:37])=[CH:33][N:32]=2)=[CH:29][CH:30]=1, predict the reactants needed to synthesize it. The reactants are: FC(F)(F)C(O)=O.[CH3:8][C:9]([CH3:45])([CH2:43][CH3:44])[CH2:10][C:11]1[N:12]=[C:13]([CH:23]([NH:38][C:39]([O:41][CH3:42])=[O:40])[CH2:24][C:25]2[CH:30]=[CH:29][C:28]([C:31]3[CH:36]=[CH:35][C:34]([F:37])=[CH:33][N:32]=3)=[CH:27][CH:26]=2)[N:14](C(OC(C)(C)C)=O)[CH:15]=1. (2) Given the product [CH3:1][S:2]([C:5]1[CH:6]=[CH:7][C:8]([O:14][CH:15]([CH3:20])[C:16]([F:19])([F:18])[F:17])=[C:9]([C:10]([N:32]2[CH2:33][CH2:34][N:29]([C:27]3[S:28][C:24]([C:23]([F:36])([F:22])[F:35])=[CH:25][N:26]=3)[CH2:30][CH2:31]2)=[O:12])[CH:13]=1)(=[O:3])=[O:4], predict the reactants needed to synthesize it. The reactants are: [CH3:1][S:2]([C:5]1[CH:6]=[CH:7][C:8]([O:14][CH:15]([CH3:20])[C:16]([F:19])([F:18])[F:17])=[C:9]([CH:13]=1)[C:10]([OH:12])=O)(=[O:4])=[O:3].Cl.[F:22][C:23]([F:36])([F:35])[C:24]1[S:28][C:27]([N:29]2[CH2:34][CH2:33][NH:32][CH2:31][CH2:30]2)=[N:26][CH:25]=1.